From a dataset of Forward reaction prediction with 1.9M reactions from USPTO patents (1976-2016). Predict the product of the given reaction. (1) Given the reactants [NH2:1][C:2]1[N:3]([CH3:42])[C:4](=[O:41])[C:5]([C:29]2[CH:30]=[C:31]([NH:35][C:36](=[O:40])[CH2:37][O:38][CH3:39])[CH:32]=[CH:33][CH:34]=2)([CH:7]2[CH2:12][CH2:11][N:10]([C:13](=[O:28])[C:14]3[CH:19]=[CH:18][CH:17]=[CH:16][C:15]=3OCC3C=CC=CC=3)[CH2:9][CH2:8]2)[N:6]=1.C([OH:45])C, predict the reaction product. The product is: [NH2:1][C:2]1[N:3]([CH3:42])[C:4](=[O:41])[C:5]([C:29]2[CH:30]=[C:31]([NH:35][C:36](=[O:40])[CH2:37][O:38][CH3:39])[CH:32]=[CH:33][CH:34]=2)([CH:7]2[CH2:8][CH2:9][N:10]([C:13](=[O:28])[C:14]3[CH:19]=[CH:18][C:17]([OH:45])=[CH:16][CH:15]=3)[CH2:11][CH2:12]2)[N:6]=1. (2) The product is: [C:1]([O:5][C:6]([NH:8][CH2:9][CH2:10][CH2:11][N:12]([CH2:13][C:14]#[CH:15])[C:21]([O:20][C:17]([CH3:19])([CH3:18])[CH3:16])=[O:22])=[O:7])([CH3:4])([CH3:3])[CH3:2]. Given the reactants [C:1]([O:5][C:6]([NH:8][CH2:9][CH2:10][CH2:11][NH:12][CH2:13][C:14]#[CH:15])=[O:7])([CH3:4])([CH3:3])[CH3:2].[CH3:16][C:17]([O:20][C:21](O[C:21]([O:20][C:17]([CH3:19])([CH3:18])[CH3:16])=[O:22])=[O:22])([CH3:19])[CH3:18], predict the reaction product. (3) Given the reactants [Cl:1][C:2]1[N:7]=[C:6](Cl)[CH:5]=[CH:4][N:3]=1.[CH:9]1([C:12]2[CH:16]=[C:15]([NH2:17])[NH:14][N:13]=2)[CH2:11][CH2:10]1, predict the reaction product. The product is: [Cl:1][C:2]1[N:7]=[C:6]([NH:17][C:15]2[CH:16]=[C:12]([CH:9]3[CH2:11][CH2:10]3)[NH:13][N:14]=2)[CH:5]=[CH:4][N:3]=1. (4) The product is: [F:8][C:9]1[CH:26]=[CH:25][C:12]([CH2:13][C:14]2[C:23]3[C:18](=[CH:19][CH:20]=[CH:21][CH:22]=3)[C:17](=[O:24])[NH:16][N:15]=2)=[CH:11][C:10]=1[C:27]([N:29]1[CH2:34][CH2:33][N:32]([C:37](=[O:38])[C:36](=[O:35])[CH3:40])[CH2:31][CH2:30]1)=[O:28]. Given the reactants OC(C(F)(F)F)=O.[F:8][C:9]1[CH:26]=[CH:25][C:12]([CH2:13][C:14]2[C:23]3[C:18](=[CH:19][CH:20]=[CH:21][CH:22]=3)[C:17](=[O:24])[NH:16][N:15]=2)=[CH:11][C:10]=1[C:27]([N:29]1[CH2:34][CH2:33][NH:32][CH2:31][CH2:30]1)=[O:28].[O:35]=[C:36]([CH3:40])[C:37](O)=[O:38].CCN(C(C)C)C(C)C.CN(C(ON1N=NC2C=CC=NC1=2)=[N+](C)C)C.F[P-](F)(F)(F)(F)F, predict the reaction product. (5) Given the reactants [N:1]1([C:10]2[CH:30]=[CH:29][C:13]([C:14]([NH:16][C@@H:17]3[CH2:21][CH2:20][N:19]([C:22]([O:24][C:25]([CH3:28])([CH3:27])[CH3:26])=[O:23])[CH2:18]3)=[O:15])=[CH:12][CH:11]=2)[C:9]2[C:4](=[CH:5][CH:6]=[CH:7][CH:8]=2)[CH:3]=[N:2]1.[CH3:31]O, predict the reaction product. The product is: [C:25]([O:24][C:22]([N:19]1[CH2:20][CH2:21][C@@H:17]([N:16]([C:14](=[O:15])[C:13]2[CH:12]=[CH:11][C:10]([N:1]3[C:9]4[C:4](=[CH:5][CH:6]=[CH:7][CH:8]=4)[CH:3]=[N:2]3)=[CH:30][CH:29]=2)[CH3:31])[CH2:18]1)=[O:23])([CH3:27])([CH3:26])[CH3:28]. (6) Given the reactants [CH:1]1([CH2:4][NH:5][C:6](=[O:28])[NH:7][C:8]2[CH:27]=[CH:26][C:11]([O:12][CH:13]3[CH2:18][CH2:17][N:16](C(OC(C)(C)C)=O)[CH2:15][CH2:14]3)=[CH:10][CH:9]=2)[CH2:3][CH2:2]1.FC(F)(F)C(O)=O, predict the reaction product. The product is: [CH:1]1([CH2:4][NH:5][C:6]([NH:7][C:8]2[CH:27]=[CH:26][C:11]([O:12][CH:13]3[CH2:18][CH2:17][NH:16][CH2:15][CH2:14]3)=[CH:10][CH:9]=2)=[O:28])[CH2:2][CH2:3]1. (7) The product is: [Br:1][C:2]1[CH:3]=[N:4][C:5]2[N:6]([N:8]=[C:9]([C:11]([N:26]3[CH2:25][CH2:24][N:23]4[C:19]([C:16]5[CH:17]=[CH:18][O:14][CH:15]=5)=[N:20][N:21]=[C:22]4[CH2:27]3)=[O:13])[CH:10]=2)[CH:7]=1. Given the reactants [Br:1][C:2]1[CH:3]=[N:4][C:5]2[N:6]([N:8]=[C:9]([C:11]([OH:13])=O)[CH:10]=2)[CH:7]=1.[O:14]1[CH:18]=[CH:17][C:16]([C:19]2[N:23]3[CH2:24][CH2:25][NH:26][CH2:27][C:22]3=[N:21][N:20]=2)=[CH:15]1, predict the reaction product. (8) Given the reactants [O:1]1[CH:5]=[CH:4][C:3]([C:6]2[N:11]3[N:12]=[C:13]([NH2:15])[N:14]=[C:10]3[CH:9]=[CH:8][CH:7]=2)=[CH:2]1.[CH3:16][C:17]([O:20][C:21]([NH:23][CH2:24][C:25]1[CH:30]=[CH:29][C:28]([C:31](O)=[O:32])=[CH:27][CH:26]=1)=[O:22])([CH3:19])[CH3:18], predict the reaction product. The product is: [C:17]([O:20][C:21](=[O:22])[NH:23][CH2:24][C:25]1[CH:26]=[CH:27][C:28]([C:31]([NH:15][C:13]2[N:14]=[C:10]3[CH:9]=[CH:8][CH:7]=[C:6]([C:3]4[CH:4]=[CH:5][O:1][CH:2]=4)[N:11]3[N:12]=2)=[O:32])=[CH:29][CH:30]=1)([CH3:19])([CH3:16])[CH3:18]. (9) Given the reactants I[C:2]1[CH:3]=[C:4]([CH:30]=[CH:31][CH:32]=1)[C:5]([NH:7][C:8]1[CH:13]=[CH:12][C:11]([O:14][C:15]2[C:20]([C:21]3[CH:26]=[CH:25][N:24]=[C:23]([NH:27][CH3:28])[N:22]=3)=[CH:19][CH:18]=[CH:17][N:16]=2)=[C:10]([CH3:29])[CH:9]=1)=[O:6].[O:33]1[CH:37]=[CH:36][C:35](B(O)O)=[CH:34]1.C(=O)([O-])[O-].[Na+].[Na+].O1CCOCC1, predict the reaction product. The product is: [O:33]1[CH:37]=[CH:36][C:35]([C:2]2[CH:3]=[C:4]([CH:30]=[CH:31][CH:32]=2)[C:5]([NH:7][C:8]2[CH:13]=[CH:12][C:11]([O:14][C:15]3[C:20]([C:21]4[CH:26]=[CH:25][N:24]=[C:23]([NH:27][CH3:28])[N:22]=4)=[CH:19][CH:18]=[CH:17][N:16]=3)=[C:10]([CH3:29])[CH:9]=2)=[O:6])=[CH:34]1. (10) Given the reactants [NH2:1][C:2]([C:4]1[C:9]([CH3:10])=[CH:8][CH:7]=[CH:6][C:5]=1[NH:11][C:12](=O)[C:13]([O:15][CH2:16][CH3:17])=[O:14])=[O:3].CC[O-].[Na+].Cl, predict the reaction product. The product is: [CH3:10][C:9]1[CH:8]=[CH:7][CH:6]=[C:5]2[C:4]=1[C:2](=[O:3])[NH:1][C:12]([C:13]([O:15][CH2:16][CH3:17])=[O:14])=[N:11]2.